This data is from Catalyst prediction with 721,799 reactions and 888 catalyst types from USPTO. The task is: Predict which catalyst facilitates the given reaction. (1) Reactant: [Cl:1][C:2]1[C:3]([O:12][C:13]2[CH:18]=[C:17]([O:19][CH2:20][CH2:21][O:22][CH3:23])[CH:16]=[CH:15][C:14]=2[CH2:24][C:25]([CH3:31])([CH3:30])[C:26]([O:28]C)=[O:27])=[N:4][CH:5]=[C:6]([C:8]([F:11])([F:10])[F:9])[CH:7]=1.S(=O)(=O)(O)O.C(O)(=O)C.O. Product: [Cl:1][C:2]1[C:3]([O:12][C:13]2[CH:18]=[C:17]([O:19][CH2:20][CH2:21][O:22][CH3:23])[CH:16]=[CH:15][C:14]=2[CH2:24][C:25]([CH3:31])([CH3:30])[C:26]([OH:28])=[O:27])=[N:4][CH:5]=[C:6]([C:8]([F:9])([F:11])[F:10])[CH:7]=1. The catalyst class is: 7. (2) Reactant: [OH:1][CH2:2][C:3]1[CH:4]=[C:5]([N:11]([CH2:22][CH2:23][O:24][CH2:25][CH2:26][O:27][CH2:28][CH2:29][O:30][CH3:31])[C:12](=[O:21])[CH2:13][CH2:14][C:15]([CH3:20])([S:17][S:18][CH3:19])[CH3:16])[CH:6]=[C:7]([CH2:9][OH:10])[CH:8]=1.C(N(CC)CC)C.[CH3:39][S:40](Cl)(=[O:42])=[O:41]. Product: [CH3:39][S:40]([O:10][CH2:9][C:7]1[CH:6]=[C:5]([N:11]([CH2:22][CH2:23][O:24][CH2:25][CH2:26][O:27][CH2:28][CH2:29][O:30][CH3:31])[C:12](=[O:21])[CH2:13][CH2:14][C:15]([CH3:20])([S:17][S:18][CH3:19])[CH3:16])[CH:4]=[C:3]([CH2:2][O:1][S:40]([CH3:39])(=[O:42])=[O:41])[CH:8]=1)(=[O:42])=[O:41]. The catalyst class is: 4. (3) Reactant: [CH3:1][O:2][C:3]([C:5]1[S:9][C:8]([N:10]2[CH2:15][CH2:14][NH:13][CH2:12][CH2:11]2)=[N:7][CH:6]=1)=[O:4].[F:16][C:17]([F:30])([F:29])[O:18][C:19]1[CH:24]=[CH:23][C:22]([S:25](Cl)(=[O:27])=[O:26])=[CH:21][CH:20]=1.C(N(CC)CC)C.O. Product: [CH3:1][O:2][C:3]([C:5]1[S:9][C:8]([N:10]2[CH2:11][CH2:12][N:13]([S:25]([C:22]3[CH:21]=[CH:20][C:19]([O:18][C:17]([F:16])([F:29])[F:30])=[CH:24][CH:23]=3)(=[O:27])=[O:26])[CH2:14][CH2:15]2)=[N:7][CH:6]=1)=[O:4]. The catalyst class is: 4. (4) Reactant: [F:1][C:2]1[CH:3]=[C:4]([C:8]2[N:12]=[C:11]([CH:13]3[CH2:18][CH:17]([C:19]4[CH:24]=[CH:23][C:22]([O:25][C:26]([F:29])([F:28])[F:27])=[CH:21][CH:20]=4)[CH2:16][N:15]([C:30](=[O:42])[C:31]([NH:34]C(=O)OC(C)(C)C)([CH3:33])[CH3:32])[CH2:14]3)[O:10][N:9]=2)[CH:5]=[CH:6][CH:7]=1.FC(F)(F)C(O)=O. Product: [NH2:34][C:31]([CH3:33])([CH3:32])[C:30]([N:15]1[CH2:16][CH:17]([C:19]2[CH:20]=[CH:21][C:22]([O:25][C:26]([F:28])([F:29])[F:27])=[CH:23][CH:24]=2)[CH2:18][CH:13]([C:11]2[O:10][N:9]=[C:8]([C:4]3[CH:5]=[CH:6][CH:7]=[C:2]([F:1])[CH:3]=3)[N:12]=2)[CH2:14]1)=[O:42]. The catalyst class is: 96. (5) Reactant: [C:1]1([C:26]2[CH:31]=[CH:30][CH:29]=[CH:28][CH:27]=2)[CH:6]=[CH:5][C:4]([C:7]2[N:12]=[C:11]3[CH:13]=[C:14](Cl)[N:15]([CH2:16][O:17][CH2:18][CH2:19][Si:20]([CH3:23])([CH3:22])[CH3:21])[C:10]3=[CH:9][C:8]=2[Cl:25])=[CH:3][CH:2]=1.O1CCOCC1.[O:38]1[CH2:42][C@@H:41]([OH:43])[C@H:40]2[O:44][CH2:45][C@@H:46]([OH:47])[C@@H:39]12.C(=O)([O-])[O-].[Cs+].[Cs+]. Product: [C:1]1([C:26]2[CH:31]=[CH:30][CH:29]=[CH:28][CH:27]=2)[CH:2]=[CH:3][C:4]([C:7]2[N:12]=[C:11]3[CH:13]=[C:14]([O:43][C@H:41]4[C@H:40]5[O:44][CH2:45][C@@H:46]([OH:47])[C@H:39]5[O:38][CH2:42]4)[N:15]([CH2:16][O:17][CH2:18][CH2:19][Si:20]([CH3:21])([CH3:23])[CH3:22])[C:10]3=[CH:9][C:8]=2[Cl:25])=[CH:5][CH:6]=1. The catalyst class is: 148. (6) Reactant: [CH3:1][O:2][C:3]1[CH:28]=[C:27]([C:29]2[S:30][C:31]3[CH2:37][CH2:36][CH2:35][CH2:34][C:32]=3[N:33]=2)[CH:26]=[CH:25][C:4]=1[O:5][CH2:6][CH2:7][CH2:8][O:9][C:10]1[CH:11]=[C:12]2[C:16](=[CH:17][CH:18]=1)[C@H:15]([CH2:19][C:20]([O:22][CH2:23][CH3:24])=[O:21])[CH2:14][CH2:13]2.C([O-])([O-])=O.[Cs+].[Cs+].I[CH2:45][CH2:46]C. Product: [CH2:1]([O:2][C:3]1[CH:28]=[C:27]([C:29]2[S:30][C:31]3[CH2:37][CH2:36][CH2:35][CH2:34][C:32]=3[N:33]=2)[CH:26]=[CH:25][C:4]=1[O:5][CH2:6][CH2:7][CH2:8][O:9][C:10]1[CH:11]=[C:12]2[C:16](=[CH:17][CH:18]=1)[C@H:15]([CH2:19][C:20]([O:22][CH2:23][CH3:24])=[O:21])[CH2:14][CH2:13]2)[CH2:45][CH3:46]. The catalyst class is: 18. (7) The catalyst class is: 8. Product: [Cl:1][C:2]1[CH:13]=[C:12]([Cl:14])[CH:11]=[CH:10][C:3]=1[CH2:4][CH:5]([C:6]#[N:7])[C:8]#[N:9]. Reactant: [Cl:1][C:2]1[CH:13]=[C:12]([Cl:14])[CH:11]=[CH:10][C:3]=1[CH:4]=[C:5]([C:8]#[N:9])[C:6]#[N:7].O1CCCC1.[BH4-].[Na+]. (8) Product: [Cl:12][C:13]1[C:14]([O:8][CH2:7][CH:3]2[C:4]([CH3:6])([CH3:5])[C:2]2([CH3:9])[CH3:1])=[CH:15][C:16]([F:26])=[C:17]([CH:25]=1)[C:18]([NH:20][S:21]([CH3:24])(=[O:22])=[O:23])=[O:19]. The catalyst class is: 303. Reactant: [CH3:1][C:2]1([CH3:9])[C:4]([CH3:6])([CH3:5])[CH:3]1[CH2:7][OH:8].[H-].[Na+].[Cl:12][C:13]1[C:14](F)=[CH:15][C:16]([F:26])=[C:17]([CH:25]=1)[C:18]([NH:20][S:21]([CH3:24])(=[O:23])=[O:22])=[O:19]. (9) Reactant: [NH2:1][CH2:2][CH:3]1[O:9][CH2:8][CH2:7][N:6]([C:10]([O:12][C:13]([CH3:16])([CH3:15])[CH3:14])=[O:11])[CH2:5][CH:4]1[C:17]1[CH:22]=[CH:21][C:20]([Cl:23])=[C:19]([Cl:24])[CH:18]=1.CCN=C=NCCCN(C)C.C1C=CC2N(O)N=NC=2C=1.[N:46]1([CH2:51][C:52](O)=[O:53])[CH:50]=[N:49][CH:48]=[N:47]1.C(=O)([O-])O.[Na+]. Product: [Cl:24][C:19]1[CH:18]=[C:17]([CH:4]2[CH:3]([CH2:2][NH:1][C:52](=[O:53])[CH2:51][N:46]3[CH:50]=[N:49][CH:48]=[N:47]3)[O:9][CH2:8][CH2:7][N:6]([C:10]([O:12][C:13]([CH3:16])([CH3:15])[CH3:14])=[O:11])[CH2:5]2)[CH:22]=[CH:21][C:20]=1[Cl:23]. The catalyst class is: 338. (10) The catalyst class is: 69. Product: [Br:1][C:2]1[C:3]([O:11][CH3:12])=[C:4]([CH:7]=[C:8]([Br:10])[CH:9]=1)[CH:5]=[O:6]. Reactant: [Br:1][C:2]1[CH:9]=[C:8]([Br:10])[CH:7]=[C:4]([CH:5]=[O:6])[C:3]=1[OH:11].[CH3:12]N(C)C=O.C(=O)([O-])[O-].[K+].[K+].CI.